From a dataset of Full USPTO retrosynthesis dataset with 1.9M reactions from patents (1976-2016). Predict the reactants needed to synthesize the given product. (1) The reactants are: C([O-])([O-])=O.[K+].[K+].[SH:7][C:8]1[CH:17]=[CH:16][C:11]([C:12]([O:14][CH3:15])=[O:13])=[CH:10][CH:9]=1.Br[CH2:19][CH:20]([CH3:22])[CH3:21]. Given the product [CH2:19]([S:7][C:8]1[CH:9]=[CH:10][C:11]([C:12]([O:14][CH3:15])=[O:13])=[CH:16][CH:17]=1)[CH:20]([CH3:22])[CH3:21], predict the reactants needed to synthesize it. (2) The reactants are: FC(F)(F)[C:3]1[CH:9]=[CH:8][C:6](N)=[CH:5][CH:4]=1.F[C:13](F)(F)[C:14]([OH:16])=O. Given the product [CH:5]1[CH2:6][CH:8]=[CH:9][CH:3]=1.[CH:14](=[O:16])[C:13]1[CH:8]=[CH:9][CH:3]=[CH:4][CH:5]=1, predict the reactants needed to synthesize it. (3) Given the product [NH2:28][C:24]1[N:25]=[C:26]([NH:1][C:2]2[CH:19]=[CH:18][C:5]([O:6][C:7]3[CH:12]=[CH:11][N:10]=[C:9]4[NH:13][CH:14]=[C:15]([C:16]#[N:17])[C:8]=34)=[C:4]([F:20])[CH:3]=2)[CH:27]=[CH:22][N:23]=1, predict the reactants needed to synthesize it. The reactants are: [NH2:1][C:2]1[CH:19]=[CH:18][C:5]([O:6][C:7]2[CH:12]=[CH:11][N:10]=[C:9]3[NH:13][CH:14]=[C:15]([C:16]#[N:17])[C:8]=23)=[C:4]([F:20])[CH:3]=1.Cl[C:22]1[CH:27]=[CH:26][N:25]=[C:24]([NH2:28])[N:23]=1.Cl.[OH-].[Na+]. (4) Given the product [CH3:21][N:18]1[C:4]2=[N:5][C:6]([C:8]3[C:16]4[O:15][N:14]=[C:13]([NH2:17])[C:12]=4[CH:11]=[CH:10][CH:9]=3)=[CH:7][C:2]([O:32][C:29]3[CH:28]=[CH:27][C:26]([S:23]([CH3:22])(=[O:25])=[O:24])=[CH:31][CH:30]=3)=[C:3]2[CH:20]=[N:19]1, predict the reactants needed to synthesize it. The reactants are: Cl[C:2]1[CH:7]=[C:6]([C:8]2[C:16]3[O:15][N:14]=[C:13]([NH2:17])[C:12]=3[CH:11]=[CH:10][CH:9]=2)[N:5]=[C:4]2[N:18]([CH3:21])[N:19]=[CH:20][C:3]=12.[CH3:22][S:23]([C:26]1[CH:31]=[CH:30][C:29]([OH:32])=[CH:28][CH:27]=1)(=[O:25])=[O:24].C(=O)([O-])[O-].[K+].[K+]. (5) Given the product [CH2:1]([O:8][C:9]([NH:11][C:12]([CH2:32][C:33]([O:35][CH:36]([CH3:38])[CH3:37])=[O:34])([C:13]([O:15][CH2:16][CH3:17])=[O:14])[C:18]([O:20][CH2:21][CH3:22])=[O:19])=[O:10])[C:2]1[CH:3]=[CH:4][CH:5]=[CH:6][CH:7]=1, predict the reactants needed to synthesize it. The reactants are: [CH2:1]([O:8][C:9]([NH:11][CH:12]([C:18]([O:20][CH2:21][CH3:22])=[O:19])[C:13]([O:15][CH2:16][CH3:17])=[O:14])=[O:10])[C:2]1[CH:7]=[CH:6][CH:5]=[CH:4][CH:3]=1.C(=O)([O-])[O-].[K+].[K+].[I-].[K+].Br[CH2:32][C:33]([O:35][CH:36]([CH3:38])[CH3:37])=[O:34].Cl.